Dataset: NCI-60 drug combinations with 297,098 pairs across 59 cell lines. Task: Regression. Given two drug SMILES strings and cell line genomic features, predict the synergy score measuring deviation from expected non-interaction effect. (1) Drug 1: CC1=C2C(C(=O)C3(C(CC4C(C3C(C(C2(C)C)(CC1OC(=O)C(C(C5=CC=CC=C5)NC(=O)OC(C)(C)C)O)O)OC(=O)C6=CC=CC=C6)(CO4)OC(=O)C)OC)C)OC. Drug 2: CNC(=O)C1=CC=CC=C1SC2=CC3=C(C=C2)C(=NN3)C=CC4=CC=CC=N4. Cell line: MDA-MB-435. Synergy scores: CSS=54.6, Synergy_ZIP=4.74, Synergy_Bliss=2.90, Synergy_Loewe=-24.0, Synergy_HSA=3.06. (2) Drug 1: C1CCC(C1)C(CC#N)N2C=C(C=N2)C3=C4C=CNC4=NC=N3. Drug 2: C1=CN(C(=O)N=C1N)C2C(C(C(O2)CO)O)O.Cl. Cell line: COLO 205. Synergy scores: CSS=40.1, Synergy_ZIP=4.57, Synergy_Bliss=2.55, Synergy_Loewe=-30.7, Synergy_HSA=-2.66. (3) Cell line: UACC-257. Drug 1: CC12CCC(CC1=CCC3C2CCC4(C3CC=C4C5=CN=CC=C5)C)O. Drug 2: CN1CCC(CC1)COC2=C(C=C3C(=C2)N=CN=C3NC4=C(C=C(C=C4)Br)F)OC. Synergy scores: CSS=15.5, Synergy_ZIP=3.82, Synergy_Bliss=8.71, Synergy_Loewe=8.03, Synergy_HSA=8.16. (4) Drug 1: CC(C1=C(C=CC(=C1Cl)F)Cl)OC2=C(N=CC(=C2)C3=CN(N=C3)C4CCNCC4)N. Drug 2: COC1=C2C(=CC3=C1OC=C3)C=CC(=O)O2. Cell line: PC-3. Synergy scores: CSS=5.65, Synergy_ZIP=-0.619, Synergy_Bliss=2.56, Synergy_Loewe=-2.60, Synergy_HSA=1.53. (5) Drug 1: C1=CC(=CC=C1CC(C(=O)O)N)N(CCCl)CCCl.Cl. Drug 2: C1=CC=C(C(=C1)C(C2=CC=C(C=C2)Cl)C(Cl)Cl)Cl. Cell line: SR. Synergy scores: CSS=40.6, Synergy_ZIP=0.0370, Synergy_Bliss=2.95, Synergy_Loewe=-33.8, Synergy_HSA=2.91. (6) Drug 1: CC(C)NC(=O)C1=CC=C(C=C1)CNNC.Cl. Drug 2: CC1C(C(CC(O1)OC2CC(CC3=C2C(=C4C(=C3O)C(=O)C5=CC=CC=C5C4=O)O)(C(=O)C)O)N)O. Cell line: DU-145. Synergy scores: CSS=35.8, Synergy_ZIP=0.334, Synergy_Bliss=-2.32, Synergy_Loewe=-42.4, Synergy_HSA=-3.13.